This data is from Full USPTO retrosynthesis dataset with 1.9M reactions from patents (1976-2016). The task is: Predict the reactants needed to synthesize the given product. (1) The reactants are: [CH3:1][O:2][C:3]([CH:5]1[C:11](=O)[CH2:10][CH:9]([C:13]([O:15][CH3:16])=[O:14])[C:7](=O)[CH2:6]1)=[O:4].[F:17][C:18]1[CH:24]=[CH:23][C:21]([NH2:22])=[CH:20][CH:19]=1.Cl. Given the product [F:17][C:18]1[CH:24]=[CH:23][C:21]([NH:22][C:7]2[CH2:6][C:5]([C:3]([O:2][CH3:1])=[O:4])=[C:11]([NH:22][C:21]3[CH:23]=[CH:24][C:18]([F:17])=[CH:19][CH:20]=3)[CH2:10][C:9]=2[C:13]([O:15][CH3:16])=[O:14])=[CH:20][CH:19]=1, predict the reactants needed to synthesize it. (2) The reactants are: [CH2:1]([O:8][C:9]([NH:11][C:12]1[CH:13]=[N:14][CH:15]=[CH:16][C:17]=1[C@H:18]1[CH2:23][C@@H:22]([NH:24][C:25](=[O:34])[O:26][CH2:27][C:28]2[CH:33]=[CH:32][CH:31]=[CH:30][CH:29]=2)[C:21](=[O:35])[C@@H:20]([CH3:36])[CH2:19]1)=[O:10])[C:2]1[CH:7]=[CH:6][CH:5]=[CH:4][CH:3]=1.[CH2:37](O)[CH2:38][OH:39].B(F)(F)F.CCOCC. Given the product [CH2:1]([O:8][C:9]([NH:11][C:12]1[CH:13]=[N:14][CH:15]=[CH:16][C:17]=1[C@@H:18]1[CH2:19][C@H:20]([CH3:36])[C:21]2([O:39][CH2:38][CH2:37][O:35]2)[C@H:22]([NH:24][C:25](=[O:34])[O:26][CH2:27][C:28]2[CH:33]=[CH:32][CH:31]=[CH:30][CH:29]=2)[CH2:23]1)=[O:10])[C:2]1[CH:7]=[CH:6][CH:5]=[CH:4][CH:3]=1, predict the reactants needed to synthesize it. (3) Given the product [CH2:13]([C:17]1[N:18]=[C:19]([CH3:48])[N:20]([CH2:39][CH:40]([CH:42]2[CH2:47][CH2:46][CH2:45][CH2:44][CH2:43]2)[OH:41])[C:21](=[O:38])[C:22]=1[CH2:23][C:24]1[CH:29]=[CH:28][C:27]([C:30]2[CH:35]=[CH:34][CH:33]=[CH:32][C:31]=2[C:36]2[NH:3][C:4](=[O:7])[O:5][N:37]=2)=[CH:26][CH:25]=1)[CH2:14][CH2:15][CH3:16], predict the reactants needed to synthesize it. The reactants are: [Cl-].O[NH3+:3].[C:4](=[O:7])([O-])[OH:5].[Na+].CS(C)=O.[CH2:13]([C:17]1[N:18]=[C:19]([CH3:48])[N:20]([CH2:39][CH:40]([CH:42]2[CH2:47][CH2:46][CH2:45][CH2:44][CH2:43]2)[OH:41])[C:21](=[O:38])[C:22]=1[CH2:23][C:24]1[CH:29]=[CH:28][C:27]([C:30]2[C:31]([C:36]#[N:37])=[CH:32][CH:33]=[CH:34][CH:35]=2)=[CH:26][CH:25]=1)[CH2:14][CH2:15][CH3:16]. (4) Given the product [F:8][C:7]1[C:6]([N+:9]([O-:11])=[O:10])=[CH:5][CH:4]=[C:3]([F:12])[C:2]=1[C:23]1[N:19]([CH:14]2[CH2:15][CH2:16][CH2:17][CH2:18][O:13]2)[N:20]=[CH:21][CH:22]=1, predict the reactants needed to synthesize it. The reactants are: Br[C:2]1[C:7]([F:8])=[C:6]([N+:9]([O-:11])=[O:10])[CH:5]=[CH:4][C:3]=1[F:12].[O:13]1[CH2:18][CH2:17][CH2:16][CH2:15][CH:14]1[N:19]1[C:23](B2OC(C)(C)C(C)(C)O2)=[CH:22][CH:21]=[N:20]1.C(=O)([O-])[O-].[Na+].[Na+].